From a dataset of Reaction yield outcomes from USPTO patents with 853,638 reactions. Predict the reaction yield, written as a fraction of the theoretical maximum amount of product (1.0 means a 100% yield; for example, 0.34 means a 34% yield). The reactants are [NH2:1][C:2]1[C:7]([C:8]2[O:12][N:11]=[C:10]([CH2:13][C:14]3[CH:19]=[CH:18][C:17]([OH:20])=[CH:16][CH:15]=3)[CH:9]=2)=[CH:6][C:5]([F:21])=[CH:4][N:3]=1.O1CCCC1.[OH-].[Na+].Cl[CH2:30][C:31]1[CH:36]=[CH:35][C:34]([F:37])=[CH:33][N:32]=1. The catalyst is CN(C)C=O. The product is [F:21][C:5]1[CH:6]=[C:7]([C:8]2[O:12][N:11]=[C:10]([CH2:13][C:14]3[CH:19]=[CH:18][C:17]([O:20][CH2:30][C:31]4[CH:36]=[CH:35][C:34]([F:37])=[CH:33][N:32]=4)=[CH:16][CH:15]=3)[CH:9]=2)[C:2]([NH2:1])=[N:3][CH:4]=1. The yield is 0.890.